Dataset: CYP2D6 inhibition data for predicting drug metabolism from PubChem BioAssay. Task: Regression/Classification. Given a drug SMILES string, predict its absorption, distribution, metabolism, or excretion properties. Task type varies by dataset: regression for continuous measurements (e.g., permeability, clearance, half-life) or binary classification for categorical outcomes (e.g., BBB penetration, CYP inhibition). Dataset: cyp2d6_veith. (1) The molecule is C[C@@H]1/C=C\CC(=O)OC[C@H]2O[C@@H](C=C[C@@H]2O)[C@H](C)/C=C\CC(=O)OC[C@H]2O[C@H]1C=C[C@@H]2O. The result is 0 (non-inhibitor). (2) The drug is COc1ccc(N2CCN(c3nc(Nc4ccc(F)cc4)nc(OC)n3)CC2)cc1. The result is 0 (non-inhibitor). (3) The molecule is O=C(O)COc1c(Cl)cc(Cl)c2cccnc12. The result is 0 (non-inhibitor). (4) The molecule is CCOC(=O)c1sc(NC(=O)CSc2n[nH]c(-c3ccc(Cl)cc3Cl)n2)c(C#N)c1C. The result is 1 (inhibitor).